This data is from Reaction yield outcomes from USPTO patents with 853,638 reactions. The task is: Predict the reaction yield, written as a fraction of the theoretical maximum amount of product (1.0 means a 100% yield; for example, 0.34 means a 34% yield). (1) The catalyst is C1COCC1. The product is [F:1][C:2]1[CH:3]=[C:4]([CH2:10][CH2:11][C:30]([CH3:31])([OH:29])[CH3:17])[CH:5]=[C:23]([O:22][CH3:20])[CH:24]=1. The yield is 0.930. The reactants are [F:1][C:2]1[CH:3]=[C:4]([CH2:10][CH2:11]C(OCC)=O)[CH:5]=C(OC)C=1.[CH3:17][Mg]Br.[CH2:20]([O:22][CH2:23][CH3:24])C.O.C([O:29][CH2:30][CH3:31])(=O)C. (2) The reactants are [F:1][C:2]([F:15])([F:14])[O:3][C:4]1[CH:13]=[CH:12][C:7]2[N:8]=[C:9]([NH2:11])[S:10][C:6]=2[CH:5]=1.[C:16]1([CH3:25])[CH:21]=[CH:20][C:19]([C:22](Cl)=[O:23])=[CH:18][CH:17]=1.C[O:27][C:28]1[CH:37]=CC2N=C(N)SC=2C=1.ClC1C=C(C=CC=1)C(Cl)=[O:43]. No catalyst specified. The product is [CH3:25][C:16]1[CH:21]=[CH:20][C:19]([C:22]([N:11]=[C:9]2[N:8]([CH2:37][C:28]([OH:27])=[O:43])[C:7]3[CH:12]=[CH:13][C:4]([O:3][C:2]([F:1])([F:14])[F:15])=[CH:5][C:6]=3[S:10]2)=[O:23])=[CH:18][CH:17]=1. The yield is 0.210.